Predict the product of the given reaction. From a dataset of Forward reaction prediction with 1.9M reactions from USPTO patents (1976-2016). Given the reactants NC1[CH:3]=[C:4]([C:8]([NH:10][C@@:11]2([C:16]([OH:18])=O)[CH2:15][CH2:14][O:13][CH2:12]2)=[O:9])[CH:5]=[N:6][CH:7]=1.CC[N:21](C(C)C)C(C)C.[NH2:28][CH2:29][C:30]1[CH:35]=[CH:34][C:33]([NH:36][C:37]2[CH:42]=[CH:41][CH:40]=[CH:39][C:38]=2[C:43]([F:46])([F:45])[F:44])=[CH:32][CH:31]=1, predict the reaction product. The product is: [F:46][C:43]([F:44])([F:45])[C:38]1[CH:39]=[CH:40][CH:41]=[CH:42][C:37]=1[NH:36][C:33]1[CH:34]=[CH:35][C:30]([CH2:29][NH:28][C:16]([C@:11]2([NH:10][C:8]([C:4]3[CH:3]=[N:21][CH:7]=[N:6][CH:5]=3)=[O:9])[CH2:15][CH2:14][O:13][CH2:12]2)=[O:18])=[CH:31][CH:32]=1.